Dataset: Catalyst prediction with 721,799 reactions and 888 catalyst types from USPTO. Task: Predict which catalyst facilitates the given reaction. (1) Reactant: [CH3:1][O:2][C:3]([C:5]1([C:8]2[CH:13]=[CH:12][C:11]([C:14](Cl)=[O:15])=[CH:10][CH:9]=2)[CH2:7][CH2:6]1)=[O:4].[NH2:17][C@@H:18]1[CH2:23][CH2:22][CH2:21][CH2:20][C@@H:19]1[NH2:24].Cl. Product: [CH3:1][O:2][C:3]([C:5]1([C:8]2[CH:13]=[CH:12][C:11]([C:14](=[O:15])[NH:17][CH:18]3[CH2:23][CH2:22][CH2:21][CH2:20][CH:19]3[NH2:24])=[CH:10][CH:9]=2)[CH2:7][CH2:6]1)=[O:4]. The catalyst class is: 2. (2) Reactant: Cl[C:2]1[C:7]([C:8]#[N:9])=[C:6]([Cl:10])[N:5]=[C:4]([S:11][CH3:12])[N:3]=1.[CH3:13][O:14][C:15]1[CH:16]=[C:17]([CH:19]=[C:20]([O:22][CH3:23])[CH:21]=1)[NH2:18].CCN(C(C)C)C(C)C. Product: [Cl:10][C:6]1[C:7]([C:8]#[N:9])=[C:2]([NH:18][C:17]2[CH:19]=[C:20]([O:22][CH3:23])[CH:21]=[C:15]([O:14][CH3:13])[CH:16]=2)[N:3]=[C:4]([S:11][CH3:12])[N:5]=1. The catalyst class is: 20. (3) Reactant: C([O:8][C:9]1[CH:14]=[CH:13][CH:12]=[CH:11][C:10]=1[C:15]1[O:16][C@H:17]([CH3:25])[C@@H:18]([C:20]([NH:22][CH2:23][CH3:24])=[O:21])[N:19]=1)C1C=CC=CC=1. Product: [CH2:23]([NH:22][C:20]([C@@H:18]1[C@@H:17]([CH3:25])[O:16][C:15]([C:10]2[CH:11]=[CH:12][CH:13]=[CH:14][C:9]=2[OH:8])=[N:19]1)=[O:21])[CH3:24]. The catalyst class is: 50. (4) Reactant: [CH3:1][C:2]1[CH:7]=[C:6]([O:8]C2CCCCO2)[CH:5]=[C:4]([CH3:15])[C:3]=1[C:16]1[CH:21]=[CH:20][CH:19]=[C:18]([CH2:22][O:23][C:24]2[CH:29]=[CH:28][C:27]([CH2:30][CH2:31][C:32]([O:34][CH3:35])=[O:33])=[CH:26][CH:25]=2)[CH:17]=1.O.C1(C)C=CC(S(O)(=O)=O)=CC=1. Product: [OH:8][C:6]1[CH:7]=[C:2]([CH3:1])[C:3]([C:16]2[CH:21]=[CH:20][CH:19]=[C:18]([CH2:22][O:23][C:24]3[CH:25]=[CH:26][C:27]([CH2:30][CH2:31][C:32]([O:34][CH3:35])=[O:33])=[CH:28][CH:29]=3)[CH:17]=2)=[C:4]([CH3:15])[CH:5]=1. The catalyst class is: 5. (5) Reactant: [NH2:1][C@@H:2]([CH2:33][C:34]1[CH:39]=[CH:38][CH:37]=[CH:36][CH:35]=1)[C@@H:3]([OH:32])[CH2:4][C@H:5]([NH:19][C:20]([C@@H:22]([NH:27][C:28](=[O:31])[O:29][CH3:30])[C:23]([CH3:26])([CH3:25])[CH3:24])=[O:21])[CH2:6][C:7]1[CH:12]=[CH:11][C:10]([C:13]2[CH:18]=[CH:17][CH:16]=[CH:15][N:14]=2)=[CH:9][CH:8]=1.[CH3:40][C:41]([CH3:61])([CH3:60])[C@H:42]([N:46]1[CH2:50][CH2:49][N:48]([CH2:51][C:52]2[CH:57]=[CH:56][CH:55]=[C:54]([CH3:58])[CH:53]=2)[C:47]1=[O:59])[C:43](O)=[O:44].CCOP(ON1N=NC2C=CC=CC=2C1=O)(OCC)=O.C(N(CC)C(C)C)(C)C. Product: [CH3:40][C:41]([CH3:61])([CH3:60])[C@H:42]([N:46]1[CH2:50][CH2:49][N:48]([CH2:51][C:52]2[CH:57]=[CH:56][CH:55]=[C:54]([CH3:58])[CH:53]=2)[C:47]1=[O:59])[C:43]([NH:1][C@@H:2]([CH2:33][C:34]1[CH:35]=[CH:36][CH:37]=[CH:38][CH:39]=1)[C@@H:3]([OH:32])[CH2:4][C@H:5]([NH:19][C:20]([C@@H:22]([NH:27][C:28](=[O:31])[O:29][CH3:30])[C:23]([CH3:26])([CH3:25])[CH3:24])=[O:21])[CH2:6][C:7]1[CH:12]=[CH:11][C:10]([C:13]2[CH:18]=[CH:17][CH:16]=[CH:15][N:14]=2)=[CH:9][CH:8]=1)=[O:44]. The catalyst class is: 1. (6) Reactant: C[O:2][C:3]([C:5]1[O:6][CH:7]=[C:8]([C:28]2[CH:33]=[CH:32][CH:31]=[CH:30][CH:29]=2)[C:9]=1[CH2:10][N:11]([CH2:17][C:18]1[CH:23]=[CH:22][C:21]([O:24][CH3:25])=[CH:20][C:19]=1[O:26][CH3:27])[CH2:12][C:13]([O:15][CH3:16])=[O:14])=O.Cl. Product: [CH3:16][O:15][C:13]([CH:12]1[N:11]([CH2:17][C:18]2[CH:23]=[CH:22][C:21]([O:24][CH3:25])=[CH:20][C:19]=2[O:26][CH3:27])[CH2:10][C:9]2[C:8]([C:28]3[CH:29]=[CH:30][CH:31]=[CH:32][CH:33]=3)=[CH:7][O:6][C:5]=2[C:3]1=[O:2])=[O:14]. The catalyst class is: 1.